Dataset: Full USPTO retrosynthesis dataset with 1.9M reactions from patents (1976-2016). Task: Predict the reactants needed to synthesize the given product. (1) Given the product [CH3:47][O:46][C:45](=[O:48])[NH:44][C@@H:35]1[CH:34]2[C:33](=[O:49])[CH2:32][C@H:31]([C:29]3[NH:30][C:26]([C:23]4[CH:24]=[CH:25][C:20]([C:17]5[CH:16]=[CH:15][C:14]([C:11]6[NH:10][C:9]([C@@H:6]7[CH2:5][C@H:4]([C:2]#[N:3])[CH2:8][N:7]7[C:56](=[O:57])[C@@H:55]([NH:54][C:52]([O:51][CH3:50])=[O:53])[CH:59]([CH3:61])[CH3:60])=[N:13][CH:12]=6)=[CH:19][CH:18]=5)=[CH:21][CH:22]=4)=[CH:27][N:28]=3)[CH2:43][N:41]3[C:42]2=[C:38]([CH:39]=[CH:40]3)[CH2:37][CH2:36]1, predict the reactants needed to synthesize it. The reactants are: Cl.[C:2]([C@@H:4]1[CH2:8][NH:7][C@H:6]([C:9]2[NH:10][C:11]([C:14]3[CH:19]=[CH:18][C:17]([C:20]4[CH:25]=[CH:24][C:23]([C:26]5[NH:30][C:29]([C@@H:31]6[CH2:43][N:41]7[C:42]8[CH:34]([C@@H:35]([NH:44][C:45](=[O:48])[O:46][CH3:47])[CH2:36][CH2:37][C:38]=8[CH:39]=[CH:40]7)[C:33](=[O:49])[CH2:32]6)=[N:28][CH:27]=5)=[CH:22][CH:21]=4)=[CH:16][CH:15]=3)=[CH:12][N:13]=2)[CH2:5]1)#[N:3].[CH3:50][O:51][C:52]([NH:54][C@@H:55]([CH:59]([CH3:61])[CH3:60])[C:56](O)=[O:57])=[O:53].CCCP(=O)=O.CCN(C(C)C)C(C)C. (2) Given the product [CH2:1]([O:8][C@H:9]1[CH2:13][NH:12][C@@H:11]([C@@H:21]([OH:52])[C@@H:22]([NH:30][C:31](=[O:51])[C:32]2[CH:37]=[CH:36][CH:35]=[C:34]([C:38]([N:40]3[CH2:44][CH2:43][CH2:42][C@@H:41]3[C:45]3[S:46][CH:47]=[C:48]([CH3:50])[N:49]=3)=[O:39])[CH:33]=2)[CH2:23][C:24]2[CH:25]=[CH:26][CH:27]=[CH:28][CH:29]=2)[CH2:10]1)[C:2]1[CH:7]=[CH:6][CH:5]=[CH:4][CH:3]=1, predict the reactants needed to synthesize it. The reactants are: [CH2:1]([O:8][C@H:9]1[CH2:13][N:12](C(OC(C)(C)C)=O)[C@@H:11]([C@@H:21]([OH:52])[C@@H:22]([NH:30][C:31](=[O:51])[C:32]2[CH:37]=[CH:36][CH:35]=[C:34]([C:38]([N:40]3[CH2:44][CH2:43][CH2:42][C@@H:41]3[C:45]3[S:46][CH:47]=[C:48]([CH3:50])[N:49]=3)=[O:39])[CH:33]=2)[CH2:23][C:24]2[CH:29]=[CH:28][CH:27]=[CH:26][CH:25]=2)[CH2:10]1)[C:2]1[CH:7]=[CH:6][CH:5]=[CH:4][CH:3]=1.Cl.O1CCOCC1. (3) Given the product [F:13][C:14]1[CH:15]=[C:16]([C:21]#[C:22][C:2]2[CH:3]=[CH:4][C:5]([C:6]([OH:8])=[O:7])=[CH:11][CH:12]=2)[CH:17]=[CH:18][C:19]=1[F:20], predict the reactants needed to synthesize it. The reactants are: I[C:2]1[CH:12]=[CH:11][C:5]([C:6]([O:8]CC)=[O:7])=[CH:4][CH:3]=1.[F:13][C:14]1[CH:15]=[C:16]([C:21]#[CH:22])[CH:17]=[CH:18][C:19]=1[F:20].C(NCC)C.[Li+].[OH-].Cl. (4) The reactants are: [CH3:1][C:2]1[S:9][C:8]2[CH:7]=[C:6]([C:10]([O:12][CH2:13][CH3:14])=[O:11])[NH:5][C:4]=2[CH:3]=1.[H-].[Na+].[CH3:17]I. Given the product [CH3:1][C:2]1[S:9][C:8]2[CH:7]=[C:6]([C:10]([O:12][CH2:13][CH3:14])=[O:11])[N:5]([CH3:17])[C:4]=2[CH:3]=1, predict the reactants needed to synthesize it. (5) Given the product [CH3:21][O:22][C:23]1[CH2:24][C:25]2[CH2:26][CH2:27][C@@H:28]3[C@@H:37]([C:38]=2[CH2:39][CH:40]=1)[CH2:36][CH2:35][C@@:33]1([CH3:34])[C@H:29]3[CH2:30][CH2:31][C:32]1=[O:41], predict the reactants needed to synthesize it. The reactants are: CC(C)[O-].[Al+3].CC(C)[O-].CC(C)[O-].C1(=O)CCCCC1.[CH3:21][O:22][C:23]1[CH2:24][C:25]2[CH2:26][CH2:27][C@@H:28]3[C@@H:37]([C:38]=2[CH2:39][CH:40]=1)[CH2:36][CH2:35][C@@:33]1([CH3:34])[C@H:29]3[CH2:30][CH2:31][CH:32]1[OH:41].O. (6) Given the product [I:26][C:18]1[N:17]=[CH:16][N:15]=[C:14]([N:11]2[CH2:10][CH2:9][N:8]([C:6]([O:5][C:1]([CH3:3])([CH3:4])[CH3:2])=[O:7])[CH2:13][CH2:12]2)[C:19]=1[C@@H:20]([CH2:21][C:22]([N:34]([O:43][CH3:42])[CH3:38])=[O:23])[CH3:25], predict the reactants needed to synthesize it. The reactants are: [C:1]([O:5][C:6]([N:8]1[CH2:13][CH2:12][N:11]([C:14]2[C:19]([C@H:20]([CH3:25])[CH2:21][C:22](O)=[O:23])=[C:18]([I:26])[N:17]=[CH:16][N:15]=2)[CH2:10][CH2:9]1)=[O:7])([CH3:4])([CH3:3])[CH3:2].C([N:34]1[CH:38]=CN=C1)(N1C=CN=C1)=O.CN1CC[O:43][CH2:42]C1.[Cl-].[NH4+]. (7) Given the product [Cl:12][C:8]1[CH:7]=[C:6]([C:4]2[NH:17][C:23]3[CH2:22][CH2:21][NH:20][C:19](=[O:18])[C:24]=3[CH:3]=2)[CH:11]=[CH:10][N:9]=1, predict the reactants needed to synthesize it. The reactants are: Br.Br[CH2:3][C:4]([C:6]1[CH:11]=[CH:10][N:9]=[C:8]([Cl:12])[CH:7]=1)=O.C([O-])(=O)C.[NH4+:17].[O:18]=[C:19]1[CH2:24][C:23](=O)[CH2:22][CH2:21][NH:20]1. (8) Given the product [CH3:9][O:8][C:6]1[CH:5]=[C:4]([C:10]2[S:11][CH:12]=[C:13]([C:15]([F:18])([F:17])[F:16])[N:14]=2)[N:3]=[C:2]([C:22]2[S:23][CH:24]=[C:20]([CH3:19])[N:21]=2)[CH:7]=1, predict the reactants needed to synthesize it. The reactants are: Cl[C:2]1[CH:7]=[C:6]([O:8][CH3:9])[CH:5]=[C:4]([C:10]2[S:11][CH:12]=[C:13]([C:15]([F:18])([F:17])[F:16])[N:14]=2)[N:3]=1.[CH3:19][C:20]1[N:21]=[C:22]([Sn](CCCC)(CCCC)CCCC)[S:23][CH:24]=1.C([O-])([O-])=O.[K+].[K+].